Task: Predict the product of the given reaction.. Dataset: Forward reaction prediction with 1.9M reactions from USPTO patents (1976-2016) (1) Given the reactants [CH3:1][O:2][C:3]([CH:5]1[CH2:10][CH2:9][CH:8]([CH2:11][O:12]CC2C=CC=CC=2)[CH2:7][CH2:6]1)=[O:4], predict the reaction product. The product is: [CH3:1][O:2][C:3]([C@H:5]1[CH2:10][CH2:9][C@H:8]([CH2:11][OH:12])[CH2:7][CH2:6]1)=[O:4]. (2) Given the reactants [CH3:1][CH:2]([CH3:18])[CH2:3][N:4]1[C:16]2[C:15]3[N:14]=[CH:13][CH:12]=[CH:11][C:10]=3[N:9]=[C:8]([NH2:17])[C:7]=2[N:6]=[CH:5]1.[CH2:19]([S:21]([OH:24])(=[O:23])=[O:22])[CH3:20], predict the reaction product. The product is: [CH2:19]([S:21]([OH:24])(=[O:23])=[O:22])[CH3:20].[CH3:1][CH:2]([CH3:18])[CH2:3][N:4]1[C:16]2[C:15]3[N:14]=[CH:13][CH:12]=[CH:11][C:10]=3[N:9]=[C:8]([NH2:17])[C:7]=2[N:6]=[CH:5]1. (3) Given the reactants O.[N:2]1[CH:7]=[CH:6][CH:5]=[CH:4][C:3]=1[C:8]1[NH:9][C:10]2[C:16]3[CH:17]=[CH:18][CH:19]=[CH:20][C:15]=3[N:14]([C:21]([C:23]3[CH:28]=[CH:27][C:26]([NH:29][C:30]([C:32]4[C:33]([C:38]5[CH:43]=[CH:42][CH:41]=[CH:40][CH:39]=5)=[CH:34][CH:35]=[CH:36][CH:37]=4)=[O:31])=[CH:25][CH:24]=3)=[O:22])[CH2:13][CH2:12][C:11]=2[N:44]=1, predict the reaction product. The product is: [N:2]1[CH:7]=[CH:6][CH:5]=[CH:4][C:3]=1[C:8]1[NH:9][C:10]2[C:16]3[CH:17]=[CH:18][CH:19]=[CH:20][C:15]=3[N:14]([C:21]([C:23]3[CH:28]=[CH:27][C:26]([NH:29][C:30]([C:32]4[C:33]([C:38]5[CH:43]=[CH:42][CH:41]=[CH:40][CH:39]=5)=[CH:34][CH:35]=[CH:36][CH:37]=4)=[O:31])=[CH:25][CH:24]=3)=[O:22])[CH2:13][CH2:12][C:11]=2[N:44]=1. (4) Given the reactants [CH2:1]([C:3]1[CH:8]=[C:7]([OH:9])[CH:6]=[CH:5][C:4]=1[C:10]1[N:14]=[C:13]([C:15]2[CH:16]=[CH:17][C:18]([O:23][CH:24]([CH3:26])[CH3:25])=[C:19]([CH:22]=2)[C:20]#[N:21])[O:12][N:11]=1)[CH3:2].C(=O)([O-])[O-].[K+].[K+].Br[CH2:34][CH2:35][CH2:36][C:37]([O:39][CH2:40][CH3:41])=[O:38], predict the reaction product. The product is: [C:20]([C:19]1[CH:22]=[C:15]([C:13]2[O:12][N:11]=[C:10]([C:4]3[CH:5]=[CH:6][C:7]([O:9][CH2:34][CH2:35][CH2:36][C:37]([O:39][CH2:40][CH3:41])=[O:38])=[CH:8][C:3]=3[CH2:1][CH3:2])[N:14]=2)[CH:16]=[CH:17][C:18]=1[O:23][CH:24]([CH3:25])[CH3:26])#[N:21]. (5) Given the reactants [Br:1][C:2]1[CH:3]=[C:4]2[C:12](=[C:13]([C:15](=[O:17])[NH2:16])[CH:14]=1)[NH:11][C:10]1[CH:9]=[C:8]([C:18]([OH:20])=O)[CH:7]=[CH:6][C:5]2=1.CN(C(ON1N=NC2C=CC(=CC1=2)Cl)=[N+](C)C)C.F[P-](F)(F)(F)(F)F.[CH3:46][C@H:47]1[O:52][C@@H:51]([CH3:53])[CH2:50][NH:49][CH2:48]1.[Li+].[Cl-], predict the reaction product. The product is: [Br:1][C:2]1[CH:14]=[C:13]([C:15]([NH2:16])=[O:17])[C:12]2[NH:11][C:10]3[C:5]([C:4]=2[CH:3]=1)=[CH:6][CH:7]=[C:8]([C:18]([N:49]1[CH2:48][C@H:47]([CH3:46])[O:52][C@H:51]([CH3:53])[CH2:50]1)=[O:20])[CH:9]=3.